From a dataset of Reaction yield outcomes from USPTO patents with 853,638 reactions. Predict the reaction yield, written as a fraction of the theoretical maximum amount of product (1.0 means a 100% yield; for example, 0.34 means a 34% yield). (1) The reactants are C(NC(C)C)(C)C.C([Li])CCC.[CH3:13][C:14]1[C:19]([C:20]2[N:21]([C:29]3[CH:34]=[CH:33][C:32]([S:35]([CH3:38])(=[O:37])=[O:36])=[CH:31][CH:30]=3)[CH:22]=[C:23]([C:25]([F:28])([F:27])[F:26])[N:24]=2)=[CH:18][CH:17]=[CH:16][N:15]=1.I[CH2:40][Si:41]([CH3:44])([CH3:43])[CH3:42]. The catalyst is C1COCC1. The product is [CH3:13][C:14]1[C:19]([C:20]2[N:21]([C:29]3[CH:34]=[CH:33][C:32]([S:35]([CH2:38][CH2:40][Si:41]([CH3:44])([CH3:43])[CH3:42])(=[O:37])=[O:36])=[CH:31][CH:30]=3)[CH:22]=[C:23]([C:25]([F:27])([F:28])[F:26])[N:24]=2)=[CH:18][CH:17]=[CH:16][N:15]=1. The yield is 0.740. (2) The reactants are [CH3:1][C@@H:2]1[N:23]2[C:6]3[C:7]([C:19]([C:21]([C:24]([OH:26])=[O:25])=[CH:22]2)=[O:20])=[CH:8][C:9]([F:18])=[C:10]([N:11]2[CH2:16][CH2:15][N:14]([CH3:17])[CH2:13][CH2:12]2)[C:5]=3[O:4][CH2:3]1. The catalyst is CCCCO. The product is [CH3:1][C@@H:2]1[N:23]2[CH:22]=[C:21]([C:24]([OH:26])=[O:25])[C:19]([C:7]3=[CH:8][C:9]([F:18])=[C:10]([N:11]4[CH2:16][CH2:15][N:14]([CH3:17])[CH2:13][CH2:12]4)[C:5](=[C:6]23)[O:4][CH2:3]1)=[O:20].[CH3:1][C@@H:2]1[N:23]2[CH:22]=[C:21]([C:24]([OH:26])=[O:25])[C:19]([C:7]3=[CH:8][C:9]([F:18])=[C:10]([N:11]4[CH2:16][CH2:15][N:14]([CH3:17])[CH2:13][CH2:12]4)[C:5](=[C:6]23)[O:4][CH2:3]1)=[O:20].[OH2:4]. The yield is 0.810. (3) The reactants are COC1C=C(OC)C=CC=1C[N:6]([C:32]1[CH:37]=[CH:36][N:35]=[CH:34][N:33]=1)[S:7]([C:10]1[CH:15]=[C:14]([F:16])[C:13]([O:17][C@H:18]2[CH2:23][CH2:22][CH2:21][CH2:20][C@@H:19]2[C:24]2[C:25]([CH3:30])=[N:26][CH:27]=[CH:28][CH:29]=2)=[CH:12][C:11]=1[F:31])(=[O:9])=[O:8].C([SiH](CC)CC)C.FC(F)(F)C(O)=O. The catalyst is ClCCl. The product is [F:31][C:11]1[CH:12]=[C:13]([O:17][C@H:18]2[CH2:23][CH2:22][CH2:21][CH2:20][C@@H:19]2[C:24]2[C:25]([CH3:30])=[N:26][CH:27]=[CH:28][CH:29]=2)[C:14]([F:16])=[CH:15][C:10]=1[S:7]([NH:6][C:32]1[CH:37]=[CH:36][N:35]=[CH:34][N:33]=1)(=[O:8])=[O:9]. The yield is 0.980. (4) The reactants are [CH3:1][S:2][CH:3]([C:5]1[CH:6]=[CH:7][C:8]([C:11]([Cl:14])([Cl:13])[Cl:12])=[N:9][CH:10]=1)[CH3:4].[N:15]#[C:16][NH2:17].C(O)(=O)C.C(O)(=O)C.IC1C=CC=CC=1. The catalyst is C1COCC1. The product is [CH3:1][S:2]([CH:3]([C:5]1[CH:10]=[N:9][C:8]([C:11]([Cl:14])([Cl:13])[Cl:12])=[CH:7][CH:6]=1)[CH3:4])=[N:17][C:16]#[N:15]. The yield is 0.400.